From a dataset of Forward reaction prediction with 1.9M reactions from USPTO patents (1976-2016). Predict the product of the given reaction. Given the reactants [NH2:1][CH:2]1[CH2:8][C@H:7]2[N:9]([CH3:10])[C@H:4]([CH2:5][CH2:6]2)[CH2:3]1.[C:11](OC(OC(C)(C)C)=O)(OC(C)(C)C)=O.[H-].[Al+3].[Li+].[H-].[H-].[H-], predict the reaction product. The product is: [CH3:11][C:2]1([NH2:1])[CH2:3][CH:4]2[N:9]([CH3:10])[CH:7]([CH2:6][CH2:5]2)[CH2:8]1.[CH3:10][N:9]1[CH:7]2[CH2:8][CH:2]([NH2:1])[CH2:3][CH:4]1[CH2:11][CH2:5][CH2:6]2.